This data is from Catalyst prediction with 721,799 reactions and 888 catalyst types from USPTO. The task is: Predict which catalyst facilitates the given reaction. (1) Reactant: [CH3:1][O:2][C:3]1[CH:8]=[CH:7][C:6]([CH2:9]O)=[C:5]([CH:11]=[CH2:12])[CH:4]=1.P(Br)(Br)[Br:14].O. Product: [Br:14][CH2:9][C:6]1[CH:7]=[CH:8][C:3]([O:2][CH3:1])=[CH:4][C:5]=1[CH:11]=[CH2:12]. The catalyst class is: 27. (2) Reactant: C(OC([N:8]1[CH2:13][CH2:12][N:11]([C:14]2[CH:19]=[CH:18][C:17]([CH3:20])=[CH:16][C:15]=2[CH:21]=[CH2:22])[CH2:10][CH2:9]1)=O)(C)(C)C.Cl.C(OCC)(=O)C.[OH-].[Na+]. Product: [CH3:20][C:17]1[CH:18]=[CH:19][C:14]([N:11]2[CH2:12][CH2:13][NH:8][CH2:9][CH2:10]2)=[C:15]([CH:21]=[CH2:22])[CH:16]=1. The catalyst class is: 22.